Dataset: Catalyst prediction with 721,799 reactions and 888 catalyst types from USPTO. Task: Predict which catalyst facilitates the given reaction. (1) Reactant: [Cl:1][C:2]1[CH:7]=[C:6]([Cl:8])[CH:5]=[CH:4][C:3]=1[C:9]1[O:17][C:16]2[CH:15]=[CH:14][N:13]([C:18]3[CH:19]=[C:20]4[C:24](=[CH:25][CH:26]=3)[N:23]([CH2:27][CH2:28][N:29]3[CH2:33][CH2:32][CH2:31][CH2:30]3)[N:22]=[CH:21]4)[C:12](=[O:34])[C:11]=2[CH:10]=1.Cl.C(OCC)C. Product: [ClH:1].[Cl:1][C:2]1[CH:7]=[C:6]([Cl:8])[CH:5]=[CH:4][C:3]=1[C:9]1[O:17][C:16]2[CH:15]=[CH:14][N:13]([C:18]3[CH:19]=[C:20]4[C:24](=[CH:25][CH:26]=3)[N:23]([CH2:27][CH2:28][N:29]3[CH2:30][CH2:31][CH2:32][CH2:33]3)[N:22]=[CH:21]4)[C:12](=[O:34])[C:11]=2[CH:10]=1. The catalyst class is: 2. (2) Reactant: [CH:1]([C:3]1[CH:4]=[C:5]([CH:9]=[CH:10][CH:11]=1)[C:6]([OH:8])=[O:7])=O.[F:12][C:13]1[CH:14]=[C:15]([NH2:20])[C:16]([NH2:19])=[CH:17][CH:18]=1. Product: [F:12][C:13]1[CH:18]=[CH:17][C:16]2[NH:19][C:1]([C:3]3[CH:4]=[C:5]([CH:9]=[CH:10][CH:11]=3)[C:6]([OH:8])=[O:7])=[N:20][C:15]=2[CH:14]=1. The catalyst class is: 8. (3) Reactant: [OH-].[Na+].Cl.[C:4]([C:7]([CH3:42])([CH3:41])[CH2:8][NH:9][C:10](=[O:40])[C@H:11]([CH:37]([CH3:39])[CH3:38])[CH2:12][C@H:13]([OH:36])[C@@H:14]([NH2:35])[CH2:15][C@@H:16]([CH:32]([CH3:34])[CH3:33])[CH2:17][C:18]1[CH:23]=[CH:22][C:21]([O:24][CH3:25])=[C:20]([O:26][CH2:27][CH2:28][CH2:29][O:30][CH3:31])[CH:19]=1)(=[O:6])[NH2:5]. Product: [C:4]([C:7]([CH3:42])([CH3:41])[CH2:8][NH:9][C:10](=[O:40])[C@H:11]([CH:37]([CH3:38])[CH3:39])[CH2:12][C@H:13]([OH:36])[C@@H:14]([NH2:35])[CH2:15][C@@H:16]([CH:32]([CH3:34])[CH3:33])[CH2:17][C:18]1[CH:23]=[CH:22][C:21]([O:24][CH3:25])=[C:20]([O:26][CH2:27][CH2:28][CH2:29][O:30][CH3:31])[CH:19]=1)(=[O:6])[NH2:5]. The catalyst class is: 6. (4) Reactant: [NH2:1][CH:2]([CH2:12][C:13]1[CH:18]=[CH:17][C:16]([C:19]([F:22])([F:21])[F:20])=[CH:15][CH:14]=1)[CH:3]([C:5]1[CH:10]=[CH:9][C:8]([F:11])=[CH:7][CH:6]=1)[OH:4].[F:23][CH:24]([F:38])[C:25]1[C:34]2[C:29](=[CH:30][CH:31]=[CH:32][CH:33]=2)[C:28]([C:35](O)=[O:36])=[CH:27][CH:26]=1.Cl.C(N=C=NCCCN(C)C)C.ON1C2C=CC=CC=2N=N1. Product: [F:23][CH:24]([F:38])[C:25]1[C:34]2[C:29](=[CH:30][CH:31]=[CH:32][CH:33]=2)[C:28]([C:35]([NH:1][C@@H:2]([CH2:12][C:13]2[CH:18]=[CH:17][C:16]([C:19]([F:22])([F:20])[F:21])=[CH:15][CH:14]=2)[C@@H:3]([C:5]2[CH:10]=[CH:9][C:8]([F:11])=[CH:7][CH:6]=2)[OH:4])=[O:36])=[CH:27][CH:26]=1. The catalyst class is: 47.